Dataset: Peptide-MHC class I binding affinity with 185,985 pairs from IEDB/IMGT. Task: Regression. Given a peptide amino acid sequence and an MHC pseudo amino acid sequence, predict their binding affinity value. This is MHC class I binding data. (1) The peptide sequence is YPLTFGWCF. The MHC is HLA-A02:01 with pseudo-sequence HLA-A02:01. The binding affinity (normalized) is 0. (2) The peptide sequence is LFVAAAYIV. The MHC is HLA-B58:01 with pseudo-sequence HLA-B58:01. The binding affinity (normalized) is 0.0847. (3) The peptide sequence is LPVCQSSSM. The MHC is HLA-B07:02 with pseudo-sequence HLA-B07:02. The binding affinity (normalized) is 0.782.